From a dataset of Catalyst prediction with 721,799 reactions and 888 catalyst types from USPTO. Predict which catalyst facilitates the given reaction. (1) The catalyst class is: 8. Product: [F:23][C:17]1[CH:18]=[C:19]([F:22])[CH:20]=[CH:21][C:16]=1[N:9]1[C:10]2[CH:15]=[CH:14][CH:13]=[CH:12][C:11]=2[N:7]([CH2:6][CH2:5][CH2:4][CH2:3][CH2:2][N:27]([CH3:28])[CH3:26])[S:8]1(=[O:25])=[O:24]. Reactant: Br[CH2:2][CH2:3][CH2:4][CH2:5][CH2:6][N:7]1[C:11]2[CH:12]=[CH:13][CH:14]=[CH:15][C:10]=2[N:9]([C:16]2[CH:21]=[CH:20][C:19]([F:22])=[CH:18][C:17]=2[F:23])[S:8]1(=[O:25])=[O:24].[CH3:26][NH:27][CH3:28]. (2) Reactant: [C:1]([C:4]1[C:5]([O:15][CH2:16][CH3:17])=[C:6]([C:10]([CH3:14])=[C:11]([Cl:13])[CH:12]=1)[C:7]([OH:9])=O)(=[O:3])[CH3:2].F[P-](F)(F)(F)(F)F.[N:25]1(O[P+](N(C)C)(N(C)C)N(C)C)[C:29]2C=CC=C[C:28]=2N=N1.C(N(CC)C(C)C)(C)C.C(N)C.C1COCC1. Product: [C:1]([C:4]1[C:5]([O:15][CH2:16][CH3:17])=[C:6]([C:10]([CH3:14])=[C:11]([Cl:13])[CH:12]=1)[C:7]([NH:25][CH2:29][CH3:28])=[O:9])(=[O:3])[CH3:2]. The catalyst class is: 35. (3) Reactant: [C:1]([N:8]1[CH2:13][CH2:12][NH:11][CH2:10][CH2:9]1)([O:3][C:4]([CH3:7])([CH3:6])[CH3:5])=[O:2].[CH3:14][C:15]([CH3:20])([CH3:19])[CH2:16][CH:17]=O.C([BH3-])#N.[Na+]. Product: [C:4]([O:3][C:1]([N:8]1[CH2:9][CH2:10][N:11]([CH2:17][CH2:16][C:15]([CH3:20])([CH3:19])[CH3:14])[CH2:12][CH2:13]1)=[O:2])([CH3:7])([CH3:6])[CH3:5]. The catalyst class is: 130. (4) Reactant: [C:1]1([C:7]2[C:15]3[C:10](=[N:11][CH:12]=[C:13]([C:16]4[CH:17]=[C:18]([OH:22])[CH:19]=[CH:20][CH:21]=4)[CH:14]=3)[NH:9][CH:8]=2)[CH2:6][CH2:5][CH2:4][CH2:3][CH:2]=1. Product: [CH:1]1([C:7]2[C:15]3[C:10](=[N:11][CH:12]=[C:13]([C:16]4[CH:17]=[C:18]([OH:22])[CH:19]=[CH:20][CH:21]=4)[CH:14]=3)[NH:9][CH:8]=2)[CH2:2][CH2:3][CH2:4][CH2:5][CH2:6]1. The catalyst class is: 19. (5) Reactant: [I:1][C:2]1[CH:8]=[CH:7][C:5]([NH2:6])=[CH:4][CH:3]=1.[C:9]([O:12][CH2:13][C:14](Cl)=[O:15])(=[O:11])[CH3:10].O. Product: [C:9]([O:12][CH2:13][C:14]([NH:6][C:5]1[CH:7]=[CH:8][C:2]([I:1])=[CH:3][CH:4]=1)=[O:15])(=[O:11])[CH3:10]. The catalyst class is: 2.